The task is: Predict the product of the given reaction.. This data is from Forward reaction prediction with 1.9M reactions from USPTO patents (1976-2016). (1) Given the reactants [Br:1][C:2]1[CH:3]=[CH:4][C:5]2[O:9][C:8]([CH2:10][CH2:11][OH:12])=[CH:7][C:6]=2[CH:13]=1.C(N(CC)CC)C.[C:21]1([CH3:31])[CH:26]=[CH:25][C:24]([S:27](Cl)(=[O:29])=[O:28])=[CH:23][CH:22]=1, predict the reaction product. The product is: [CH3:31][C:21]1[CH:26]=[CH:25][C:24]([S:27]([O:12][CH2:11][CH2:10][C:8]2[O:9][C:5]3[CH:4]=[CH:3][C:2]([Br:1])=[CH:13][C:6]=3[CH:7]=2)(=[O:29])=[O:28])=[CH:23][CH:22]=1. (2) Given the reactants [F:1][C:2]1([F:35])[CH2:3][CH2:4][N:5]([C:18](=[O:34])[C:19]2[CH:24]=[CH:23][C:22]([O:25][CH2:26][C@H:27]([F:29])[CH3:28])=[CH:21][C:20]=2[C:30]([F:33])([F:32])[F:31])[C:6]2[CH:16]=[CH:15][C:14]([F:17])=[CH:13][C:7]=2/[C:8]/1=[CH:9]/[C:10](O)=[O:11].S(Cl)(Cl)=O.FC1(F)CCN(C(=O)C2C=CC(OC[C@H](F)C)=CC=2C(F)(F)F)C2C=CC(F)=CC=2/C/1=C/C(Cl)=O.[NH2:75][CH2:76][CH2:77][OH:78], predict the reaction product. The product is: [OH:78][CH2:77][CH2:76][NH:75][C:10](=[O:11])/[CH:9]=[C:8]1\[C:2]([F:35])([F:1])[CH2:3][CH2:4][N:5]([C:18](=[O:34])[C:19]2[CH:24]=[CH:23][C:22]([O:25][CH2:26][C@H:27]([F:29])[CH3:28])=[CH:21][C:20]=2[C:30]([F:31])([F:32])[F:33])[C:6]2[CH:16]=[CH:15][C:14]([F:17])=[CH:13][C:7]\1=2. (3) Given the reactants [Cl:1][C:2]1[CH:3]=[CH:4][C:5]2[N:6]([N:8]=[C:9]([C:14]3[CH:19]=[CH:18][CH:17]=[CH:16][CH:15]=3)[C:10]=2C(O)=O)[CH:7]=1, predict the reaction product. The product is: [Cl:1][C:2]1[CH:3]=[CH:4][C:5]2[N:6]([N:8]=[C:9]([C:14]3[CH:19]=[CH:18][CH:17]=[CH:16][CH:15]=3)[CH:10]=2)[CH:7]=1.